This data is from Full USPTO retrosynthesis dataset with 1.9M reactions from patents (1976-2016). The task is: Predict the reactants needed to synthesize the given product. (1) The reactants are: [CH:1]1([O:7][C:8]([O:10][CH2:11][CH2:12][O:13][C:14]([C:16]2[N:17]=[C:18]([C:47]([F:50])([F:49])[F:48])[N:19]3[CH2:24][CH2:23][N:22]([C:25](=[O:46])[CH2:26][C@H:27]([NH:38]C(OC(C)(C)C)=O)[CH2:28][C:29]4[CH:34]=[C:33]([F:35])[C:32]([F:36])=[CH:31][C:30]=4[F:37])[CH2:21][C:20]=23)=[O:15])=[O:9])[CH2:6][CH2:5][CH2:4][CH2:3][CH2:2]1.[ClH:51]. Given the product [ClH:51].[CH:1]1([O:7][C:8]([O:10][CH2:11][CH2:12][O:13][C:14]([C:16]2[N:17]=[C:18]([C:47]([F:48])([F:49])[F:50])[N:19]3[CH2:24][CH2:23][N:22]([C:25](=[O:46])[CH2:26][C@H:27]([NH2:38])[CH2:28][C:29]4[CH:34]=[C:33]([F:35])[C:32]([F:36])=[CH:31][C:30]=4[F:37])[CH2:21][C:20]=23)=[O:15])=[O:9])[CH2:2][CH2:3][CH2:4][CH2:5][CH2:6]1, predict the reactants needed to synthesize it. (2) Given the product [CH:37]1([CH2:42][C:43]([C:45]2[CH:50]=[CH:49][C:48]([Cl:51])=[C:47]([Cl:52])[CH:46]=2)([C:27]2[N:26]([CH2:25][O:24][CH2:23][CH2:22][Si:21]([CH3:36])([CH3:35])[CH3:20])[C:30]3=[N:31][CH:32]=[CH:33][CH:34]=[C:29]3[CH:28]=2)[OH:44])[CH2:41][CH2:40][CH2:39][CH2:38]1, predict the reactants needed to synthesize it. The reactants are: C([Li])CCC.CCCCCC.CN(C)CCN(C)C.[CH3:20][Si:21]([CH3:36])([CH3:35])[CH2:22][CH2:23][O:24][CH2:25][N:26]1[C:30]2=[N:31][CH:32]=[CH:33][CH:34]=[C:29]2[CH:28]=[CH:27]1.[CH:37]1([CH2:42][C:43]([C:45]2[CH:50]=[CH:49][C:48]([Cl:51])=[C:47]([Cl:52])[CH:46]=2)=[O:44])[CH2:41][CH2:40][CH2:39][CH2:38]1.